Dataset: Catalyst prediction with 721,799 reactions and 888 catalyst types from USPTO. Task: Predict which catalyst facilitates the given reaction. (1) Reactant: [H-].[Na+].[CH:3]1([S:6]([NH2:9])(=[O:8])=[O:7])[CH2:5][CH2:4]1.[Cl:10][C:11]1[CH:12]=[C:13]2[C:18](=[C:19]([C:21](O)=[O:22])[CH:20]=1)[NH:17][CH:16]([C:24]1[CH:25]=[C:26]([C:30]3[CH:35]=[CH:34][C:33]([N:36]([CH3:38])[CH3:37])=[CH:32][CH:31]=3)[CH:27]=[CH:28][CH:29]=1)[C:15]([CH3:40])([CH3:39])[CH2:14]2.C(N1C=CN=C1)(N1C=CN=C1)=O. Product: [Cl:10][C:11]1[CH:12]=[C:13]2[C:18](=[C:19]([C:21]([NH:9][S:6]([CH:3]3[CH2:5][CH2:4]3)(=[O:8])=[O:7])=[O:22])[CH:20]=1)[NH:17][CH:16]([C:24]1[CH:25]=[C:26]([C:30]3[CH:31]=[CH:32][C:33]([N:36]([CH3:38])[CH3:37])=[CH:34][CH:35]=3)[CH:27]=[CH:28][CH:29]=1)[C:15]([CH3:40])([CH3:39])[CH2:14]2. The catalyst class is: 9. (2) Reactant: [NH2:1][C:2]1[C:7]2=[CH:8][CH:9]=[C:10]([C@@:11]3([C:20]#[N:21])[C@H:15]([OH:16])[C@H:14]([OH:17])[C@@H:13]([CH2:18][OH:19])[O:12]3)[N:6]2[N:5]=[CH:4][N:3]=1.CO[C:24](OC)([CH3:26])[CH3:25].[C:29]1([CH3:39])[CH:34]=[CH:33][C:32]([S:35]([OH:38])(=[O:37])=[O:36])=[CH:31][CH:30]=1.C(OC(C)C)(=O)C. The catalyst class is: 21. Product: [NH2:1][C:2]1[C:7]2=[CH:8][CH:9]=[C:10]([C@@:11]3([C:20]#[N:21])[C@H:15]4[C@H:14]([O:17][C:24]([CH3:26])([CH3:25])[O:16]4)[C@@H:13]([CH2:18][OH:19])[O:12]3)[N:6]2[N:5]=[CH:4][N:3]=1.[CH3:39][C:29]1[CH:34]=[CH:33][C:32]([S:35]([OH:38])(=[O:37])=[O:36])=[CH:31][CH:30]=1. (3) Reactant: [Cl:1][C:2]1[C:3](F)=[C:4]([C:8]([C:10]2[CH:15]=[CH:14][C:13]([O:16][CH3:17])=[C:12]([F:18])[CH:11]=2)=O)[CH:5]=[CH:6][CH:7]=1.O.[NH2:21][NH2:22].CC1C=CN=C(N)C=1C. Product: [Cl:1][C:2]1[CH:7]=[CH:6][CH:5]=[C:4]2[C:3]=1[NH:22][N:21]=[C:8]2[C:10]1[CH:15]=[CH:14][C:13]([O:16][CH3:17])=[C:12]([F:18])[CH:11]=1. The catalyst class is: 17. (4) Reactant: Cl[C:2]1[CH:7]=[CH:6][C:5]([S:8]([CH:11]([CH3:13])[CH3:12])(=[O:10])=[O:9])=[CH:4][C:3]=1[N+:14]([O-:16])=[O:15].[NH2:17][CH2:18][CH2:19][N:20]1[CH2:24][CH2:23][CH2:22][CH2:21]1. Product: [CH:11]([S:8]([C:5]1[CH:6]=[CH:7][C:2]([NH:17][CH2:18][CH2:19][N:20]2[CH2:24][CH2:23][CH2:22][CH2:21]2)=[C:3]([N+:14]([O-:16])=[O:15])[CH:4]=1)(=[O:10])=[O:9])([CH3:13])[CH3:12]. The catalyst class is: 8. (5) The catalyst class is: 31. Reactant: [C:1]1([C:7]2[CH:16]=[CH:15][C:14]3[C:9](=[C:10]([NH2:17])[CH:11]=[CH:12][CH:13]=3)[N:8]=2)[CH:6]=[CH:5][CH:4]=[CH:3][CH:2]=1.[N:18]1[CH:23]=[CH:22][N:21]=[CH:20][C:19]=1[C:24](O)=[O:25].CN(C(ON1N=NC2C=CC=NC1=2)=[N+](C)C)C.F[P-](F)(F)(F)(F)F.CCN(C(C)C)C(C)C. Product: [C:1]1([C:7]2[CH:16]=[CH:15][C:14]3[C:9](=[C:10]([NH:17][C:24]([C:19]4[CH:20]=[N:21][CH:22]=[CH:23][N:18]=4)=[O:25])[CH:11]=[CH:12][CH:13]=3)[N:8]=2)[CH:2]=[CH:3][CH:4]=[CH:5][CH:6]=1. (6) Reactant: [CH3:1][C@@:2]1([C:7]([OH:9])=[O:8])[CH2:6][CH2:5][CH2:4][NH:3]1.[C:10](O[C:10]([O:12][C:13]([CH3:16])([CH3:15])[CH3:14])=[O:11])([O:12][C:13]([CH3:16])([CH3:15])[CH3:14])=[O:11].C(N(CC)CC)C. Product: [C:13]([O:12][C:10]([N:3]1[CH2:4][CH2:5][CH2:6][C@@:2]1([CH3:1])[C:7]([OH:9])=[O:8])=[O:11])([CH3:16])([CH3:15])[CH3:14]. The catalyst class is: 2. (7) Reactant: [CH3:1][O:2][CH2:3][CH2:4][O:5][CH2:6][CH2:7][OH:8].[OH-].[Na+].[CH3:11][C:12]1[CH:17]=[CH:16][C:15]([S:18](Cl)(=[O:20])=[O:19])=[CH:14][CH:13]=1. Product: [CH3:1][O:2][CH2:3][CH2:4][O:5][CH2:6][CH2:7][O:8][S:18]([C:15]1[CH:16]=[CH:17][C:12]([CH3:11])=[CH:13][CH:14]=1)(=[O:20])=[O:19]. The catalyst class is: 27. (8) Reactant: [O:1]1[C:5]2([CH2:10][CH2:9][CH:8]([OH:11])[CH2:7][CH2:6]2)[O:4][CH2:3][CH2:2]1.[CH:12]1([CH2:15]Br)[CH2:14][CH2:13]1.[H-].[Na+].CO. Product: [CH:12]1([CH2:15][O:11][CH:8]2[CH2:9][CH2:10][C:5]3([O:4][CH2:3][CH2:2][O:1]3)[CH2:6][CH2:7]2)[CH2:14][CH2:13]1. The catalyst class is: 264. (9) Reactant: [Cl:1][C:2]1[CH:6]=[CH:5][S:4][C:3]=1[C:7](Cl)=[O:8].[F:10][C:11]([F:23])([F:22])[C:12]1[CH:21]=[CH:20][C:15]([C:16](=[N:18]O)[NH2:17])=[CH:14][CH:13]=1.O. Product: [Cl:1][C:2]1[CH:6]=[CH:5][S:4][C:3]=1[C:7]1[O:8][N:18]=[C:16]([C:15]2[CH:14]=[CH:13][C:12]([C:11]([F:10])([F:22])[F:23])=[CH:21][CH:20]=2)[N:17]=1. The catalyst class is: 12.